From a dataset of Full USPTO retrosynthesis dataset with 1.9M reactions from patents (1976-2016). Predict the reactants needed to synthesize the given product. (1) Given the product [CH3:7][N:5]1[CH:6]=[C:2]([C:16]2[CH:17]=[C:18]3[C:23](=[C:24]([O:26][CH2:27][O:28][CH2:29][CH2:30][Si:31]([CH3:34])([CH3:32])[CH3:33])[CH:25]=2)[N:22]=[CH:21][N:20]([CH2:35][O:36][CH2:37][CH2:38][Si:39]([CH3:42])([CH3:41])[CH3:40])[C:19]3=[O:43])[N:3]=[CH:4]1, predict the reactants needed to synthesize it. The reactants are: Br[C:2]1[N:3]=[CH:4][N:5]([CH3:7])[CH:6]=1.CC1(C)C(C)(C)OB([C:16]2[CH:17]=[C:18]3[C:23](=[C:24]([O:26][CH2:27][O:28][CH2:29][CH2:30][Si:31]([CH3:34])([CH3:33])[CH3:32])[CH:25]=2)[N:22]=[CH:21][N:20]([CH2:35][O:36][CH2:37][CH2:38][Si:39]([CH3:42])([CH3:41])[CH3:40])[C:19]3=[O:43])O1.C(=O)([O-])[O-].[K+].[K+].O. (2) Given the product [C:23]([N:9]1[C:10]2[C:5](=[CH:4][C:3]([CH2:1][CH3:2])=[CH:12][CH:11]=2)[C@H:6]([NH:14][C:15]2[CH:16]=[CH:17][C:18]([CH2:21][CH3:22])=[CH:19][CH:20]=2)[CH2:7][C@@H:8]1[CH3:13])(=[O:25])[CH3:24], predict the reactants needed to synthesize it. The reactants are: [CH2:1]([C:3]1[CH:4]=[C:5]2[C:10](=[CH:11][CH:12]=1)[NH:9][C@@H:8]([CH3:13])[CH2:7][C@H:6]2[NH:14][C:15]1[CH:20]=[CH:19][C:18]([CH2:21][CH3:22])=[CH:17][CH:16]=1)[CH3:2].[C:23](OC(=O)C)(=[O:25])[CH3:24]. (3) Given the product [F:24][C:15]1[CH:16]=[C:17]([C:20]([F:21])([F:23])[F:22])[CH:18]=[CH:19][C:14]=1[C:13]([NH:12][CH2:11][CH2:10][N:8]1[CH:9]=[C:5]([C:3]([OH:4])=[O:2])[N:6]=[N:7]1)=[O:25], predict the reactants needed to synthesize it. The reactants are: C[O:2][C:3]([C:5]1[N:6]=[N:7][N:8]([CH2:10][CH2:11][NH:12][C:13](=[O:25])[C:14]2[CH:19]=[CH:18][C:17]([C:20]([F:23])([F:22])[F:21])=[CH:16][C:15]=2[F:24])[CH:9]=1)=[O:4].[OH-].[Na+]. (4) Given the product [CH2:58]([CH:57]1[CH2:60][N:61]([CH2:62][C:63]2[CH:64]=[CH:65][C:66]([F:69])=[CH:67][CH:68]=2)[C:19](=[O:21])[C:18]([C:12]2[NH:11][C:10]3[S:9][CH:8]=[C:7]([CH2:6][NH:5][S:2]([CH3:1])(=[O:3])=[O:4])[C:15]=3[S:14](=[O:16])(=[O:17])[N:13]=2)=[C:56]1[OH:55])[CH3:59], predict the reactants needed to synthesize it. The reactants are: [CH3:1][S:2]([NH:5][CH2:6][C:7]1[C:15]2[S:14](=[O:17])(=[O:16])[N:13]=[C:12]([CH2:18][C:19]([OH:21])=O)[NH:11][C:10]=2[S:9][CH:8]=1)(=[O:4])=[O:3].F[P-](F)(F)(F)(F)F.N1(OC(N(C)C)=[N+](C)C)C2N=CC=CC=2N=N1.CN1CCOCC1.C([O:55][C:56](=O)[CH:57]([CH2:60][NH:61][CH2:62][C:63]1[CH:68]=[CH:67][C:66]([F:69])=[CH:65][CH:64]=1)[CH2:58][CH3:59])C.[O-]CC.[Na+].C(O)C. (5) Given the product [CH3:1][N:2]1[CH2:9][C@@H:8]2[C@@H:4]([N:5]([C:10]3[CH:11]=[CH:12][C:13]([N:16]4[CH2:17][CH2:18][N:19]([C:23]5[CH:24]=[CH:25][C:26]([C:29]#[N:30])=[N:27][CH:28]=5)[CH2:20][CH2:21]4)=[CH:14][CH:15]=3)[CH2:6][CH2:7]2)[CH2:3]1, predict the reactants needed to synthesize it. The reactants are: [CH3:1][N:2]1[CH2:9][C@@H:8]2[C@@H:4]([N:5]([C:10]3[CH:15]=[CH:14][C:13]([N:16]4[CH2:21][CH2:20][NH:19][CH2:18][CH2:17]4)=[CH:12][CH:11]=3)[CH2:6][CH2:7]2)[CH2:3]1.Br[C:23]1[CH:24]=[CH:25][C:26]([C:29]#[N:30])=[N:27][CH:28]=1.C1(P(C2C=CC=CC=2)C2C3OC4C(=CC=CC=4P(C4C=CC=CC=4)C4C=CC=CC=4)C(C)(C)C=3C=CC=2)C=CC=CC=1.C(=O)([O-])[O-].[Cs+].[Cs+].